This data is from Full USPTO retrosynthesis dataset with 1.9M reactions from patents (1976-2016). The task is: Predict the reactants needed to synthesize the given product. (1) Given the product [CH3:58][O:57][C:52]1[CH:53]=[C:54]2[C:49]([CH:48]=[C:47]([C:2]3[CH:7]=[CH:6][C:5]([C:8]([F:11])([F:10])[F:9])=[CH:4][C:3]=3[N+:12]([O-:14])=[O:13])[CH2:56][CH2:55]2)=[CH:50][CH:51]=1, predict the reactants needed to synthesize it. The reactants are: Br[C:2]1[CH:7]=[CH:6][C:5]([C:8]([F:11])([F:10])[F:9])=[CH:4][C:3]=1[N+:12]([O-:14])=[O:13].C([Sn](CCCC)(CCCC)C1C=CC(C(F)(F)F)=CC=1[N+]([O-])=O)CCC.FC(F)(F)S(O[C:47]1[CH2:56][CH2:55][C:54]2[C:49](=[CH:50][CH:51]=[C:52]([O:57][CH3:58])[CH:53]=2)[CH:48]=1)(=O)=O. (2) Given the product [CH3:20][O:19][C:15]1[CH:14]=[C:13]([CH:18]=[CH:17][CH:16]=1)[C:12]([NH:11][C:8]1[CH:9]=[CH:10][C:5]([O:4][CH2:3][CH2:2][NH:1][CH2:29][CH2:30][C:31]([F:34])([F:33])[F:32])=[C:6]([C:22]2[N:26]([CH3:27])[N:25]=[CH:24][CH:23]=2)[CH:7]=1)=[O:21], predict the reactants needed to synthesize it. The reactants are: [NH2:1][CH2:2][CH2:3][O:4][C:5]1[CH:10]=[CH:9][C:8]([NH:11][C:12](=[O:21])[C:13]2[CH:18]=[CH:17][CH:16]=[C:15]([O:19][CH3:20])[CH:14]=2)=[CH:7][C:6]=1[C:22]1[N:26]([CH3:27])[N:25]=[CH:24][CH:23]=1.Br[CH2:29][CH2:30][C:31]([F:34])([F:33])[F:32].C(N(CC)CC)C.